This data is from Forward reaction prediction with 1.9M reactions from USPTO patents (1976-2016). The task is: Predict the product of the given reaction. (1) The product is: [CH2:25]([O:28][C:29]([C:31]1[N:32]([NH:36][CH2:14][CH2:13][C:12]([CH3:17])([CH3:16])[CH3:11])[CH:33]=[CH:34][CH:35]=1)=[O:30])[CH:26]=[CH2:27]. Given the reactants CS(C)=O.C(Cl)(=O)C(Cl)=O.[CH3:11][C:12]([CH3:17])([CH3:16])[CH2:13][CH2:14]O.C(N(CC)CC)C.[CH2:25]([O:28][C:29]([C:31]1[N:32]([NH2:36])[CH:33]=[CH:34][CH:35]=1)=[O:30])[CH:26]=[CH2:27].C([BH3-])#N.[Na+], predict the reaction product. (2) Given the reactants Br[C:2]1[N:7]=[N:6][C:5]([NH2:8])=[N:4][C:3]=1[C:9]1[CH:14]=[CH:13][C:12]([F:15])=[CH:11][CH:10]=1.[Cl:16][C:17]1[CH:18]=[C:19](B(O)O)[CH:20]=[CH:21][CH:22]=1, predict the reaction product. The product is: [Cl:16][C:17]1[CH:22]=[C:21]([C:2]2[N:7]=[N:6][C:5]([NH2:8])=[N:4][C:3]=2[C:9]2[CH:14]=[CH:13][C:12]([F:15])=[CH:11][CH:10]=2)[CH:20]=[CH:19][CH:18]=1. (3) Given the reactants [C:1]([C:3]1[CH:4]=[C:5]([C:9]2[CH:14]=[C:13]([N+:15]([O-:17])=[O:16])[CH:12]=[CH:11][C:10]=2[O:18][CH3:19])[CH:6]=[CH:7][CH:8]=1)#[N:2].[ClH:20].CO, predict the reaction product. The product is: [ClH:20].[NH2:2][CH2:1][C:3]1[CH:4]=[C:5]([C:9]2[CH:14]=[C:13]([N+:15]([O-:17])=[O:16])[CH:12]=[CH:11][C:10]=2[O:18][CH3:19])[CH:6]=[CH:7][CH:8]=1. (4) Given the reactants Cl[C:2]1[N:10]=[C:9]2[C:5]([N:6]=[CH:7][N:8]2[CH3:11])=[C:4]([NH:12][CH2:13][CH2:14][C:15]2[CH:20]=[CH:19][CH:18]=[CH:17][CH:16]=2)[N:3]=1.O.[NH2:22][NH2:23], predict the reaction product. The product is: [NH:22]([C:2]1[N:10]=[C:9]2[C:5]([N:6]=[CH:7][N:8]2[CH3:11])=[C:4]([NH:12][CH2:13][CH2:14][C:15]2[CH:20]=[CH:19][CH:18]=[CH:17][CH:16]=2)[N:3]=1)[NH2:23]. (5) Given the reactants [CH2:1]([N:8]([CH2:15][CH2:16][N:17]1[C:26]2[C:21]([C:22](=[O:28])[NH:23][C:24](=[O:27])[N:25]=2)=[N:20][C:19]2[CH:29]=[C:30]([CH3:34])[C:31](Cl)=[CH:32][C:18]1=2)[CH2:9][CH2:10][CH2:11][C:12]([OH:14])=[O:13])[C:2]1[CH:7]=[CH:6][CH:5]=[CH:4][CH:3]=1.[CH:35]1([NH2:40])[CH2:39][CH2:38][CH2:37][CH2:36]1, predict the reaction product. The product is: [CH2:1]([N:8]([CH2:15][CH2:16][N:17]1[C:26]2[C:21]([C:22](=[O:28])[NH:23][C:24](=[O:27])[N:25]=2)=[N:20][C:19]2[CH:29]=[C:30]([CH3:34])[C:31]([NH:40][CH:35]3[CH2:39][CH2:38][CH2:37][CH2:36]3)=[CH:32][C:18]1=2)[CH2:9][CH2:10][CH2:11][C:12]([OH:14])=[O:13])[C:2]1[CH:7]=[CH:6][CH:5]=[CH:4][CH:3]=1. (6) Given the reactants [C:1]([N:3]=[C:4]([NH2:6])[NH2:5])#[N:2].[P:7]([O-:22])([O:15][C:16]1[CH:21]=[CH:20][CH:19]=[CH:18][CH:17]=1)[O:8][C:9]1[CH:14]=[CH:13][CH:12]=[CH:11][CH:10]=1, predict the reaction product. The product is: [P:7]([O-:22])([O:15][C:16]1[CH:21]=[CH:20][CH:19]=[CH:18][CH:17]=1)[O:8][C:9]1[CH:10]=[CH:11][CH:12]=[CH:13][CH:14]=1.[C:1]([N:3]=[C:4]([NH2:6])[NH2:5])#[N:2]. (7) Given the reactants [CH2:1]([O:4][C:5]1[CH:6]=[CH:7][C:8]([SH:12])=[C:9](O)[CH:10]=1)[CH:2]=[CH2:3].[C:13](=[O:16])([O-])[O-].[K+].[K+].[CH3:19]I, predict the reaction product. The product is: [CH2:1]([O:4][C:5]1[CH:6]=[CH:7][C:8]([S:12][CH3:19])=[C:9]([O:16][CH3:13])[CH:10]=1)[CH:2]=[CH2:3]. (8) The product is: [CH3:1][N:2]([CH:31]([CH3:33])[CH3:32])[C:3]1[C:4]([C:16]2[CH:20]=[CH:19][NH:18][CH:17]=2)=[N:5][C:6]2[C:11]([N:12]=1)=[CH:10][C:9]([C:13]([O:15][CH3:34])=[O:14])=[CH:8][CH:7]=2. Given the reactants [CH3:1][N:2]([CH:31]([CH3:33])[CH3:32])[C:3]1[C:4]([C:16]2[CH:20]=[CH:19][N:18]([Si](C(C)C)(C(C)C)C(C)C)[CH:17]=2)=[N:5][C:6]2[C:11]([N:12]=1)=[CH:10][C:9]([C:13]([O-:15])=[O:14])=[CH:8][CH:7]=2.[CH3:34]CCC[N+](CCCC)(CCCC)CCCC.[F-], predict the reaction product. (9) The product is: [C:3]([C:5]1[CH:6]=[CH:7][C:8]([CH2:9][N:10]2[C:14](=[O:15])[CH2:13][S:12][C:11]2=[O:16])=[CH:17][CH:18]=1)([OH:4])=[O:2]. Given the reactants C[O:2][C:3]([C:5]1[CH:18]=[CH:17][C:8]([CH2:9][N:10]2[C:14](=[O:15])[CH2:13][S:12][C:11]2=[O:16])=[CH:7][CH:6]=1)=[O:4].C(O)(=O)C.Cl, predict the reaction product.